Predict the reactants needed to synthesize the given product. From a dataset of Full USPTO retrosynthesis dataset with 1.9M reactions from patents (1976-2016). (1) Given the product [F:26][C:23]1[CH:24]=[CH:25][C:20]([S:17]([N:15]([CH3:16])[CH:11]2[CH2:10][C:9]3[C:14](=[C:6]([CH2:5][C:4]([OH:31])=[O:3])[N:7]4[CH:30]=[CH:29][CH:28]=[CH:27][C:8]4=3)[CH2:13][CH2:12]2)(=[O:19])=[O:18])=[CH:21][CH:22]=1, predict the reactants needed to synthesize it. The reactants are: C([O:3][C:4](=[O:31])[CH2:5][C:6]1[N:7]2[CH:30]=[CH:29][CH:28]=[CH:27][C:8]2=[C:9]2[C:14]=1[CH2:13][CH2:12][CH:11]([N:15]([S:17]([C:20]1[CH:25]=[CH:24][C:23]([F:26])=[CH:22][CH:21]=1)(=[O:19])=[O:18])[CH3:16])[CH2:10]2)C. (2) Given the product [Br:12][CH:1]([C:3]1[CH:4]=[CH:5][C:6]([N+:9]([O-:11])=[O:10])=[CH:7][CH:8]=1)[CH3:2], predict the reactants needed to synthesize it. The reactants are: [CH2:1]([C:3]1[CH:8]=[CH:7][C:6]([N+:9]([O-:11])=[O:10])=[CH:5][CH:4]=1)[CH3:2].[Br:12]N1C(=O)CCC1=O. (3) Given the product [Cl:1][C:2]1[CH:3]=[CH:4][C:5]([C:8]2[CH:13]=[C:12]([CH:14]3[CH2:16][CH2:15]3)[N:11]3[N:17]=[CH:18][C:19]([C:20]4[O:22][N:36]=[C:25]([C:26]5[CH:27]=[CH:28][C:29]([S:32]([NH2:33])(=[O:34])=[O:35])=[CH:30][CH:31]=5)[N:24]=4)=[C:10]3[N:9]=2)=[CH:6][CH:7]=1, predict the reactants needed to synthesize it. The reactants are: [Cl:1][C:2]1[CH:7]=[CH:6][C:5]([C:8]2[CH:13]=[C:12]([CH:14]3[CH2:16][CH2:15]3)[N:11]3[N:17]=[CH:18][C:19]([C:20]([OH:22])=O)=[C:10]3[N:9]=2)=[CH:4][CH:3]=1.O[NH:24][C:25](=[NH:36])[C:26]1[CH:31]=[CH:30][C:29]([S:32](=[O:35])(=[O:34])[NH2:33])=[CH:28][CH:27]=1. (4) Given the product [C:1]([O:5][C:6](=[O:20])[NH:7][C:8]1[CH:13]=[C:12]([C:14]([F:17])([F:16])[F:15])[C:11]([Cl:18])=[CH:10][C:9]=1[NH:19][C:26](=[O:25])[CH2:27][C:28]([C:30]1[CH:35]=[CH:34][CH:33]=[C:32]([C:36]2[CH:37]=[C:38]([CH3:43])[N:39]=[C:40]([CH3:42])[CH:41]=2)[CH:31]=1)=[O:29])([CH3:4])([CH3:2])[CH3:3], predict the reactants needed to synthesize it. The reactants are: [C:1]([O:5][C:6](=[O:20])[NH:7][C:8]1[CH:13]=[C:12]([C:14]([F:17])([F:16])[F:15])[C:11]([Cl:18])=[CH:10][C:9]=1[NH2:19])([CH3:4])([CH3:3])[CH3:2].C([O:25][C:26](=O)[CH2:27][C:28]([C:30]1[CH:35]=[CH:34][CH:33]=[C:32]([C:36]2[CH:41]=[C:40]([CH3:42])[N:39]=[C:38]([CH3:43])[CH:37]=2)[CH:31]=1)=[O:29])(C)(C)C. (5) Given the product [N+:1]([C:4]1[CH:5]=[C:6]([NH:7][C:22](=[O:25])[CH:23]=[CH2:24])[CH:8]=[C:9]([C:11]([F:12])([F:13])[F:14])[CH:10]=1)([O-:3])=[O:2], predict the reactants needed to synthesize it. The reactants are: [N+:1]([C:4]1[CH:5]=[C:6]([CH:8]=[C:9]([C:11]([F:14])([F:13])[F:12])[CH:10]=1)[NH2:7])([O-:3])=[O:2].C(N(CC)CC)C.[C:22](Cl)(=[O:25])[CH:23]=[CH2:24].O. (6) The reactants are: C(O[C:4]([C:6]1[C:7]([C:11]2[NH:15][C:14]3[CH:16]=[CH:17][CH:18]=[CH:19][C:13]=3[N:12]=2)=[N:8][NH:9][CH:10]=1)=[O:5])C.[C:20]([NH2:24])([CH3:23])([CH3:22])[CH3:21].C(NC(C1C(C2NC3C=CC=CC=3N=2)=NNC=1)=O)(C)C. Given the product [C:20]([NH:24][C:4]([C:6]1[C:7]([C:11]2[NH:12][C:13]3[CH:19]=[CH:18][CH:17]=[CH:16][C:14]=3[N:15]=2)=[N:8][NH:9][CH:10]=1)=[O:5])([CH3:23])([CH3:22])[CH3:21], predict the reactants needed to synthesize it. (7) Given the product [P:28]([OH:27])([OH:34])([O:24][CH2:23][C@@:2]1([NH2:1])[CH2:6][CH2:5][C@@H:4]([C:7]2[CH:16]=[CH:15][C:14]3[CH2:13][C@H:12]([CH2:17][CH2:18][CH2:19][CH2:20][CH2:21][CH3:22])[CH2:11][CH2:10][C:9]=3[CH:8]=2)[CH2:3]1)=[O:29], predict the reactants needed to synthesize it. The reactants are: [NH2:1][C@:2]1([CH2:23][OH:24])[CH2:6][CH2:5][C@@H:4]([C:7]2[CH:16]=[CH:15][C:14]3[CH2:13][C@H:12]([CH2:17][CH2:18][CH2:19][CH2:20][CH2:21][CH3:22])[CH2:11][CH2:10][C:9]=3[CH:8]=2)[CH2:3]1.P(Cl)(Cl)([O:27][P:28](Cl)(Cl)=[O:29])=O.[OH2:34]. (8) The reactants are: [N+:1]([C:4]1[CH:5]=[C:6](B(O)O)[CH:7]=[CH:8][CH:9]=1)([O-:3])=[O:2].Br[C:14]1[S:22][C:21]2[C:20]([NH:23][C:24]3[CH:25]=[C:26]4[C:30](=[CH:31][CH:32]=3)[NH:29][CH:28]=[CH:27]4)=[N:19][CH:18]=[N:17][C:16]=2[CH:15]=1. Given the product [NH:29]1[C:30]2[C:26](=[CH:25][C:24]([NH:23][C:20]3[C:21]4[S:22][C:14]([C:6]5[CH:7]=[CH:8][CH:9]=[C:4]([N+:1]([O-:3])=[O:2])[CH:5]=5)=[CH:15][C:16]=4[N:17]=[CH:18][N:19]=3)=[CH:32][CH:31]=2)[CH:27]=[CH:28]1, predict the reactants needed to synthesize it.